This data is from Peptide-MHC class II binding affinity with 134,281 pairs from IEDB. The task is: Regression. Given a peptide amino acid sequence and an MHC pseudo amino acid sequence, predict their binding affinity value. This is MHC class II binding data. (1) The binding affinity (normalized) is 0.531. The peptide sequence is SNGVLESDMIIPKSL. The MHC is DRB3_0101 with pseudo-sequence DRB3_0101. (2) The peptide sequence is YKALPVVLENARILK. The MHC is HLA-DPA10301-DPB10402 with pseudo-sequence HLA-DPA10301-DPB10402. The binding affinity (normalized) is 0.572. (3) The peptide sequence is VGSLQYLALTALITPKK. The MHC is HLA-DPA10103-DPB10401 with pseudo-sequence HLA-DPA10103-DPB10401. The binding affinity (normalized) is 0.677. (4) The peptide sequence is GYVSLQEFVDLNNKG. The MHC is DRB3_0202 with pseudo-sequence DRB3_0202. The binding affinity (normalized) is 0.155. (5) The peptide sequence is FCKSMGSKCVRDGSG. The MHC is DRB1_0101 with pseudo-sequence DRB1_0101. The binding affinity (normalized) is 0.826. (6) The peptide sequence is ESWIVDRQWAQDLTL. The MHC is DRB1_1501 with pseudo-sequence DRB1_1501. The binding affinity (normalized) is 0.0828. (7) The peptide sequence is LVEALYLVCGE. The MHC is HLA-DPA10103-DPB10401 with pseudo-sequence HLA-DPA10103-DPB10401. The binding affinity (normalized) is 0.401. (8) The peptide sequence is ANGKLHDKKSMGDDH. The MHC is HLA-DPA10103-DPB10301 with pseudo-sequence HLA-DPA10103-DPB10301. The binding affinity (normalized) is 0.166. (9) The peptide sequence is YDNFLANVSTVLTGK. The MHC is DRB1_0101 with pseudo-sequence DRB1_0101. The binding affinity (normalized) is 0.821.